Dataset: Reaction yield outcomes from USPTO patents with 853,638 reactions. Task: Predict the reaction yield, written as a fraction of the theoretical maximum amount of product (1.0 means a 100% yield; for example, 0.34 means a 34% yield). (1) The reactants are [CH2:1]([O:5][C:6]([C:8]1[N:9]=[C:10](Br)[C:11]2[C:16]([C:17]=1[OH:18])=[CH:15][C:14]([S:19]([C:22]1[CH:27]=[CH:26][CH:25]=[CH:24][CH:23]=1)(=[O:21])=[O:20])=[CH:13][CH:12]=2)=[O:7])[CH2:2][CH2:3][CH3:4].[C:29]([Cu])#[N:30]. No catalyst specified. The product is [CH2:1]([O:5][C:6]([C:8]1[N:9]=[C:10]([C:29]#[N:30])[C:11]2[C:16]([C:17]=1[OH:18])=[CH:15][C:14]([S:19]([C:22]1[CH:27]=[CH:26][CH:25]=[CH:24][CH:23]=1)(=[O:21])=[O:20])=[CH:13][CH:12]=2)=[O:7])[CH2:2][CH2:3][CH3:4]. The yield is 0.490. (2) The reactants are [F:1][C:2]1[CH:3]=[C:4]([C:11]2[S:15][C:14]([NH:16][C:17](=[O:23])[O:18][C:19]([CH3:22])([CH3:21])[CH3:20])=[N:13][N:12]=2)[CH:5]=[CH:6][C:7]=1[N+:8]([O-:10])=[O:9].C(=O)([O-])[O-].[Cs+].[Cs+].[Si:30]([O:37][C@@H:38]([C:53]1[CH:58]=[CH:57][C:56]([C:59]([F:62])([F:61])[F:60])=[CH:55][CH:54]=1)[C@H:39]1[CH2:43]OS(=O)(=O)[N:40]1[C:46]([O:48][C:49]([CH3:52])([CH3:51])[CH3:50])=[O:47])([C:33]([CH3:36])([CH3:35])[CH3:34])([CH3:32])[CH3:31].S1C=CN=N1. The catalyst is C1COCC1. The product is [C:49]([O:48][C:46]([NH:40][C@@H:39]([C@@H:38]([O:37][Si:30]([C:33]([CH3:34])([CH3:36])[CH3:35])([CH3:31])[CH3:32])[C:53]1[CH:54]=[CH:55][C:56]([C:59]([F:62])([F:61])[F:60])=[CH:57][CH:58]=1)[CH2:43][N:16]([C:14]1[S:15][C:11]([C:4]2[CH:5]=[CH:6][C:7]([N+:8]([O-:10])=[O:9])=[C:2]([F:1])[CH:3]=2)=[N:12][N:13]=1)[C:17](=[O:23])[O:18][C:19]([CH3:20])([CH3:22])[CH3:21])=[O:47])([CH3:52])([CH3:51])[CH3:50]. The yield is 0.930. (3) The reactants are [Cl:1][C:2]1[CH:3]=[CH:4][C:5]2[N:6]([C:8]([C:12]([NH2:14])=O)=[C:9]([CH3:11])[N:10]=2)[N:7]=1.N1C=CC=CC=1.FC(F)(F)C(OC(=O)C(F)(F)F)=O.C(=O)(O)[O-].[Na+]. The catalyst is O1CCCC1. The product is [Cl:1][C:2]1[CH:3]=[CH:4][C:5]2[N:6]([C:8]([C:12]#[N:14])=[C:9]([CH3:11])[N:10]=2)[N:7]=1. The yield is 0.660.